This data is from Full USPTO retrosynthesis dataset with 1.9M reactions from patents (1976-2016). The task is: Predict the reactants needed to synthesize the given product. Given the product [Cl:11][C:8]1[C:9]2[S:10][C:2]([C:17]#[C:16][Si:13]([CH3:15])([CH3:14])[CH3:12])=[CH:3][C:4]=2[N:5]=[CH:6][N:7]=1, predict the reactants needed to synthesize it. The reactants are: Br[C:2]1[S:10][C:9]2[C:8]([Cl:11])=[N:7][CH:6]=[N:5][C:4]=2[CH:3]=1.[CH3:12][Si:13]([C:16]#[CH:17])([CH3:15])[CH3:14].